Dataset: Forward reaction prediction with 1.9M reactions from USPTO patents (1976-2016). Task: Predict the product of the given reaction. (1) Given the reactants [C:1]([O:9][CH2:10][C:11](=[O:14])[CH2:12][OH:13])(=[O:8])[C:2]1[CH:7]=[CH:6][CH:5]=[CH:4][CH:3]=1.[CH2:15](O)[CH2:16][CH2:17][OH:18].C(OCC)(OCC)OCC.O.C1(C)C=CC(S(O)(=O)=O)=CC=1, predict the reaction product. The product is: [C:1]([O:9][CH2:10][C:11]1([CH2:12][OH:13])[O:18][CH2:17][CH2:16][CH2:15][O:14]1)(=[O:8])[C:2]1[CH:7]=[CH:6][CH:5]=[CH:4][CH:3]=1. (2) Given the reactants [CH2:1](Br)[CH3:2].[Mg].C(OCC)C.C(=O)=O.CC(C)=O.[C:17]1(=[O:24])[NH:22][C:21](=O)[CH2:20][CH2:19][CH2:18]1.C([BH3-])#N.[Na+].Cl.[OH-].[Na+], predict the reaction product. The product is: [CH2:1]([CH:21]1[NH:22][C:17](=[O:24])[CH2:18][CH2:19][CH2:20]1)[CH3:2]. (3) The product is: [CH3:53][N:54]1[C:58]([CH3:59])=[C:57]([C@H:60]([NH:62][C:13]([C:8]2[CH:9]=[C:10]3[C:5](=[CH:6][CH:7]=2)[N:4]=[C:3]([C:2]([F:1])([F:17])[F:16])[CH:12]=[CH:11]3)=[O:15])[CH3:61])[CH:56]=[N:55]1. Given the reactants [F:1][C:2]([F:17])([F:16])[C:3]1[CH:12]=[CH:11][C:10]2[C:5](=[CH:6][CH:7]=[C:8]([C:13]([OH:15])=O)[CH:9]=2)[N:4]=1.C(N(CC)C(C)C)(C)C.CN(C(ON1N=NC2C=CC=NC1=2)=[N+](C)C)C.F[P-](F)(F)(F)(F)F.Cl.Cl.[CH3:53][N:54]1[C:58]([CH3:59])=[C:57]([C@H:60]([NH2:62])[CH3:61])[CH:56]=[N:55]1, predict the reaction product. (4) Given the reactants [F:1][C:2]1[CH:35]=[CH:34][C:5]([CH2:6][C@H:7]2[C@H:15]([CH3:16])[O:14][C:13](=[O:17])[C@@H:12]([NH:18]C(=O)OC(C)(C)C)[CH2:11][CH2:10][O:9][C@@H:8]2[CH2:26][CH2:27][C:28]2[CH:33]=[CH:32][CH:31]=[CH:30][CH:29]=2)=[CH:4][CH:3]=1.[ClH:36].O1CCOCC1, predict the reaction product. The product is: [Cl-:36].[F:1][C:2]1[CH:3]=[CH:4][C:5]([CH2:6][C@H:7]2[C@H:15]([CH3:16])[O:14][C:13](=[O:17])[C@@H:12]([NH3+:18])[CH2:11][CH2:10][O:9][C@@H:8]2[CH2:26][CH2:27][C:28]2[CH:33]=[CH:32][CH:31]=[CH:30][CH:29]=2)=[CH:34][CH:35]=1. (5) Given the reactants [CH2:1]1[C@H:6](N)[C@@H:5](O[C@H]2O[C@H](CN)[C@@H](O)[C@H](O)[C@H]2O)[C@H:4](O)[C@@H:3](O[C@H]2O[C@H](CO)[C@@H](O)[C@H](N)[C@H]2O)[C@@H:2]1N.CC(S[C@@H]1[O:43][C@H:42](CO)[C@H:41]([OH:46])[C@H:42]([OH:43])[C@H:41]1[OH:46])C.[CH3:57][CH2:58][CH2:59][CH2:60][CH2:61][CH2:62][CH2:63][CH2:64][CH2:57][CH2:58][CH2:59][CH2:60][CH2:61][CH2:62][CH2:63][CH3:64].C=CC1C=CC=CC=1.O=C[C@@H]([C@H]([C@@H]([C@@H](CO)O)O)O)O, predict the reaction product. The product is: [C:6]1([C@@H:41]([OH:46])[CH2:42][OH:43])[CH:5]=[CH:4][CH:3]=[CH:2][CH:1]=1.[CH2:64]=[CH:63][C:62]1[CH:57]=[CH:58][CH:59]=[CH:60][CH:61]=1.